From a dataset of Full USPTO retrosynthesis dataset with 1.9M reactions from patents (1976-2016). Predict the reactants needed to synthesize the given product. (1) Given the product [CH2:19]([C:18]1[C:13]2[C:12]([OH:21])=[CH:11][C:10](=[O:22])[N:9]([OH:8])[C:14]=2[N:15]=[CH:16][N:17]=1)[CH3:20], predict the reactants needed to synthesize it. The reactants are: C([O:8][N:9]1[C:14]2[N:15]=[CH:16][N:17]=[C:18]([CH2:19][CH3:20])[C:13]=2[C:12]([OH:21])=[CH:11][C:10]1=[O:22])C1C=CC=CC=1.Cl.C(O)(C(F)(F)F)=O. (2) Given the product [C:30]([O:33][CH2:34][C:35](/[N:28]=[C:26](/[NH2:27])\[C:23]1[CH:22]=[CH:21][C:20]([C:2]([CH3:1])([C:6]2[CH:11]=[CH:10][C:9]([O:12][CH2:13][C:14]3[CH:19]=[CH:18][CH:17]=[CH:16][N:15]=3)=[CH:8][N:7]=2)[CH:3]([CH3:5])[CH3:4])=[CH:25][CH:24]=1)=[O:36])(=[O:32])[CH3:31], predict the reactants needed to synthesize it. The reactants are: [CH3:1][C:2]([C:20]1[CH:25]=[CH:24][C:23]([C:26](=[N:28]O)[NH2:27])=[CH:22][CH:21]=1)([C:6]1[CH:11]=[CH:10][C:9]([O:12][CH2:13][C:14]2[CH:19]=[CH:18][CH:17]=[CH:16][N:15]=2)=[CH:8][N:7]=1)[CH:3]([CH3:5])[CH3:4].[C:30]([O:33][CH2:34][C:35](O)=[O:36])(=[O:32])[CH3:31].C(Cl)CCl.C1C=CC2N(O)N=NC=2C=1.C(=O)(O)[O-].[Na+].